Dataset: Forward reaction prediction with 1.9M reactions from USPTO patents (1976-2016). Task: Predict the product of the given reaction. (1) Given the reactants CC(C)([O-])C.[K+].[OH:7][CH:8]1[CH2:13][CH2:12][N:11]([C:14]([O:16][C:17]([CH3:20])([CH3:19])[CH3:18])=[O:15])[CH2:10][CH2:9]1.[Cl:21][C:22]1[C:27]([CH3:28])=[C:26](Cl)[N:25]=[CH:24][N:23]=1, predict the reaction product. The product is: [Cl:21][C:22]1[N:23]=[CH:24][N:25]=[C:26]([O:7][CH:8]2[CH2:9][CH2:10][N:11]([C:14]([O:16][C:17]([CH3:20])([CH3:19])[CH3:18])=[O:15])[CH2:12][CH2:13]2)[C:27]=1[CH3:28]. (2) The product is: [C:1]([Si:5]([CH3:22])([CH3:23])[O:6][CH2:7][CH2:8][CH2:9][O:10][NH2:11])([CH3:4])([CH3:3])[CH3:2]. Given the reactants [C:1]([Si:5]([CH3:23])([CH3:22])[O:6][CH2:7][CH2:8][CH2:9][O:10][N:11]1C(=O)C2C(=CC=CC=2)C1=O)([CH3:4])([CH3:3])[CH3:2].CNN, predict the reaction product.